Task: Regression. Given a peptide amino acid sequence and an MHC pseudo amino acid sequence, predict their binding affinity value. This is MHC class II binding data.. Dataset: Peptide-MHC class II binding affinity with 134,281 pairs from IEDB (1) The peptide sequence is AHILDGDNLFPKV. The MHC is DRB3_0101 with pseudo-sequence DRB3_0101. The binding affinity (normalized) is 0.368. (2) The peptide sequence is VKIKPLEDKILVQAG. The binding affinity (normalized) is 0. The MHC is DRB1_0401 with pseudo-sequence DRB1_0401. (3) The peptide sequence is PQNLEEILMHCQTTLKYAIK. The MHC is DRB1_0401 with pseudo-sequence DRB1_0401. The binding affinity (normalized) is 0.164.